From a dataset of Full USPTO retrosynthesis dataset with 1.9M reactions from patents (1976-2016). Predict the reactants needed to synthesize the given product. (1) The reactants are: C(OC([CH2:6][N:7]1[CH2:11][CH2:10][CH2:9][CH:8]1[CH2:12][C:13]([O:15]CC)=O)=O)C.[H-].[Na+].C(O)(=O)C.Cl. Given the product [CH2:12]1[CH:8]2[N:7]([CH2:11][CH2:10][CH2:9]2)[CH2:6][C:13]1=[O:15], predict the reactants needed to synthesize it. (2) Given the product [CH3:1][C:2]1[CH:7]=[C:6]([C:8]2[CH:13]=[CH:12][C:11]([CH2:14][C:15]([NH:17][C:18]3[CH:19]=[CH:20][C:21]([N:24]4[CH2:29][CH2:28][NH:27][CH2:26][CH2:25]4)=[CH:22][N:23]=3)=[O:16])=[CH:10][CH:9]=2)[CH:5]=[CH:4][N:3]=1, predict the reactants needed to synthesize it. The reactants are: [CH3:1][C:2]1[CH:7]=[C:6]([C:8]2[CH:13]=[CH:12][C:11]([CH2:14][C:15]([NH:17][C:18]3[N:23]=[CH:22][C:21]([N:24]4[CH2:29][CH2:28][N:27](C(OC(C)(C)C)=O)[CH2:26][CH2:25]4)=[CH:20][CH:19]=3)=[O:16])=[CH:10][CH:9]=2)[CH:5]=[CH:4][N:3]=1.C(O)(C(F)(F)F)=O. (3) Given the product [CH3:1][O:2][CH2:3][C@H:4]([CH3:51])[CH2:5][O:6][CH2:7][C:8]1[CH:13]=[CH:12][C:11]([C@@H:14]2[C@@H:19]([O:20][CH2:21][C:22]3[CH:23]=[CH:24][C:25]4[O:30][CH2:29][CH2:28][N:27]([CH2:31][CH2:32][CH2:33][O:34][CH3:35])[C:26]=4[CH:36]=3)[CH2:18][NH:17][C@H:16]([CH2:47][C@@H:48]([NH:50][C:59](=[O:61])[CH3:60])[CH3:49])[CH2:15]2)=[CH:10][CH:9]=1, predict the reactants needed to synthesize it. The reactants are: [CH3:1][O:2][CH2:3][C@H:4]([CH3:51])[CH2:5][O:6][CH2:7][C:8]1[CH:13]=[CH:12][C:11]([C@@H:14]2[C@@H:19]([O:20][CH2:21][C:22]3[CH:23]=[CH:24][C:25]4[O:30][CH2:29][CH2:28][N:27]([CH2:31][CH2:32][CH2:33][O:34][CH3:35])[C:26]=4[CH:36]=3)[CH2:18][N:17](S(C3C=CC(C)=CC=3)(=O)=O)[C@H:16]([CH2:47][CH:48]([NH2:50])[CH3:49])[CH2:15]2)=[CH:10][CH:9]=1.CCN(CC)CC.[C:59](Cl)(=[O:61])[CH3:60]. (4) Given the product [CH2:5]([O:7][C:8]1[CH:15]=[CH:14][C:11]([CH2:12][Cl:3])=[CH:10][CH:9]=1)[CH3:6], predict the reactants needed to synthesize it. The reactants are: S(Cl)([Cl:3])=O.[CH2:5]([O:7][C:8]1[CH:15]=[CH:14][C:11]([CH2:12]O)=[CH:10][CH:9]=1)[CH3:6].CN(C=O)C. (5) Given the product [CH:20]([C:3]1[CH:4]=[C:5]([CH:8]([C:14]#[C:15][CH3:16])[CH2:9][C:10]([OH:12])=[O:11])[CH:6]=[CH:7][C:2]=1[OH:1])=[O:21], predict the reactants needed to synthesize it. The reactants are: [OH:1][C:2]1[CH:7]=[CH:6][C:5]([CH:8]([C:14]#[C:15][CH3:16])[CH2:9][C:10]([O:12]C)=[O:11])=[CH:4][CH:3]=1.[Cl-].[Mg+2].[Cl-].[CH2:20]=[O:21].Cl. (6) Given the product [F:38][C:33]1[CH:34]=[C:35]2[C:30]([C:29]([CH2:39][CH2:40][CH3:41])([CH2:42][CH2:43][CH3:44])[C:28](=[O:45])[C:27]([C:22]3[NH:21][C:20]4[CH:46]=[CH:47][C:17]([NH:16][S:2]([NH:5][C:6](=[O:7])[O:15][CH2:8][C:9]5[CH:14]=[CH:13][CH:12]=[CH:11][CH:10]=5)(=[O:4])=[O:3])=[CH:18][C:19]=4[S:24](=[O:25])(=[O:26])[N:23]=3)=[C:36]2[OH:37])=[CH:31][CH:32]=1, predict the reactants needed to synthesize it. The reactants are: Cl[S:2]([N:5]=[C:6]=[O:7])(=[O:4])=[O:3].[CH2:8]([OH:15])[C:9]1[CH:14]=[CH:13][CH:12]=[CH:11][CH:10]=1.[NH2:16][C:17]1[CH:47]=[CH:46][C:20]2[NH:21][C:22]([C:27]3[C:28](=[O:45])[C:29]([CH2:42][CH2:43][CH3:44])([CH2:39][CH2:40][CH3:41])[C:30]4[C:35]([C:36]=3[OH:37])=[CH:34][C:33]([F:38])=[CH:32][CH:31]=4)=[N:23][S:24](=[O:26])(=[O:25])[C:19]=2[CH:18]=1.C(N(CC)CC)C. (7) The reactants are: COC1C=CC(C[N:8]2[N:14]=[C:13]([C:15]3[CH:38]=[CH:37][C:18]4[N:19]=[C:20]([C:22]5[CH:27]=[CH:26][C:25]([O:28][CH2:29][CH2:30][N:31]6[CH2:36][CH2:35][O:34][CH2:33][CH2:32]6)=[CH:24][CH:23]=5)[O:21][C:17]=4[CH:16]=3)[CH:12]3[CH:10]([CH2:11]3)[C:9]2=[O:39])=CC=1.C(O)(C(F)(F)F)=O.C(=O)([O-])[O-].[Na+].[Na+]. Given the product [N:31]1([CH2:30][CH2:29][O:28][C:25]2[CH:24]=[CH:23][C:22]([C:20]3[O:21][C:17]4[CH:16]=[C:15]([C:13]5[CH:12]6[CH:10]([CH2:11]6)[C:9](=[O:39])[NH:8][N:14]=5)[CH:38]=[CH:37][C:18]=4[N:19]=3)=[CH:27][CH:26]=2)[CH2:32][CH2:33][O:34][CH2:35][CH2:36]1, predict the reactants needed to synthesize it. (8) Given the product [CH3:1][N:2]([C:27]([O:29][CH2:30][CH2:31][CH2:32][CH3:33])=[O:28])[C@@H:3]([C:24]([OH:26])=[O:25])[CH2:4][NH:5][C:6](=[O:23])[CH2:7][CH:8]1[O:12][N:11]=[C:10]([C:13]2[CH:14]=[CH:15][C:16]([C:19]3[N:22]=[C:34]([CH3:35])[O:21][N:20]=3)=[CH:17][CH:18]=2)[CH2:9]1, predict the reactants needed to synthesize it. The reactants are: [CH3:1][N:2]([C:27]([O:29][CH2:30][CH2:31][CH2:32][CH3:33])=[O:28])[C@@H:3]([C:24]([OH:26])=[O:25])[CH2:4][NH:5][C:6](=[O:23])[CH2:7][CH:8]1[O:12][N:11]=[C:10]([C:13]2[CH:18]=[CH:17][C:16]([C:19]([NH2:22])=[N:20][OH:21])=[CH:15][CH:14]=2)[CH2:9]1.[C:34](OC(=O)C)(=O)[CH3:35]. (9) The reactants are: [P:1]([O-:5])([O-:4])([OH:3])=[O:2].[Ca+2:6].O=[Si]=O.C([O-])(=O)CCCCCCCCCCCCCCCCC.[Mg+2].C([O-])(=O)CCCCCCCCCCCCCCCCC.CC([C@H](C[C@H](N)[C@@H](O)C[C@H](C(NCC(C(N)=O)(C)C)=O)C(C)C)CC1C=CC(OC)=C(OCCCOC)C=1)C.CC([C@H](C[C@H](N)[C@@H](O)C[C@H](C(NCC(C(N)=O)(C)C)=O)C(C)C)CC1C=CC(OC)=C(OCCCOC)C=1)C.C(/C(O)=O)=C\C(O)=O. Given the product [P:1]([O-:5])([O-:4])([O-:3])=[O:2].[Ca+2:6].[P:1]([O-:5])([O-:4])([O-:3])=[O:2].[Ca+2:6].[Ca+2:6], predict the reactants needed to synthesize it. (10) The reactants are: [Br:1][C:2]1[C:3]([C:34]([OH:36])=O)=[N:4][N:5]([C:28]2[CH:33]=[CH:32][CH:31]=[CH:30][CH:29]=2)[C:6]=1[NH:7][C:8]([NH:10][C@H:11]1[C@H:15]([C:16]2[CH:21]=[CH:20][C:19]([F:22])=[C:18]([F:23])[CH:17]=2)[CH2:14][N:13]([CH2:24][CH2:25][O:26][CH3:27])[CH2:12]1)=[O:9].FC1C=C([C@@H]2CN(CCOC)C[C@H]2N[C:55](=[O:74])NC2N(C3C=CC=CC=3)N=C(OCC(O)=O)C=2C)C=CC=1F.C([NH2:77])C. Given the product [Br:1][C:2]1[C:3]([C:34]([NH:77][O:74][CH3:55])=[O:36])=[N:4][N:5]([C:28]2[CH:33]=[CH:32][CH:31]=[CH:30][CH:29]=2)[C:6]=1[NH:7][C:8]([NH:10][C@H:11]1[C@H:15]([C:16]2[CH:21]=[CH:20][C:19]([F:22])=[C:18]([F:23])[CH:17]=2)[CH2:14][N:13]([CH2:24][CH2:25][O:26][CH3:27])[CH2:12]1)=[O:9], predict the reactants needed to synthesize it.